From a dataset of Forward reaction prediction with 1.9M reactions from USPTO patents (1976-2016). Predict the product of the given reaction. (1) Given the reactants [Cl:1][C:2]1[N:3]=[C:4]2[CH:9]=[CH:8][C:7](Cl)=[N:6][N:5]2[CH:11]=1.[NH:12]1[CH2:17][CH2:16][O:15][CH2:14][CH2:13]1, predict the reaction product. The product is: [Cl:1][C:2]1[N:3]=[C:4]2[CH:9]=[CH:8][C:7]([N:12]3[CH2:17][CH2:16][O:15][CH2:14][CH2:13]3)=[N:6][N:5]2[CH:11]=1. (2) Given the reactants Cl[C:2]1[C:11]([C:12]([O:14][CH2:15]C)=[O:13])=[CH:10][C:9]2[C:4](=[N:5][CH:6]=[CH:7][CH:8]=2)[N:3]=1.[CH3:17][O-:18].[Na+].[NH4+].[Cl-], predict the reaction product. The product is: [CH3:17][O:18][C:2]1[C:11]([C:12]([O:14][CH3:15])=[O:13])=[CH:10][C:9]2[C:4](=[N:5][CH:6]=[CH:7][CH:8]=2)[N:3]=1.